Dataset: Reaction yield outcomes from USPTO patents with 853,638 reactions. Task: Predict the reaction yield, written as a fraction of the theoretical maximum amount of product (1.0 means a 100% yield; for example, 0.34 means a 34% yield). (1) The reactants are [Li+].[Cl-].[BH4-].[Na+].C[O:6][C:7](=O)/[CH:8]=[CH:9]/[CH2:10][C@H:11]1[CH2:13][C@@H:12]1[C:14]1[CH:15]=[N:16][CH:17]=[C:18]([O:20][CH2:21][C@@H:22]2[CH2:25][CH2:24][N:23]2[C:26]([O:28][C:29]([CH3:32])([CH3:31])[CH3:30])=[O:27])[CH:19]=1. The catalyst is CCO.C1COCC1. The product is [C:29]([O:28][C:26]([N:23]1[CH2:24][CH2:25][C@H:22]1[CH2:21][O:20][C:18]1[CH:19]=[C:14]([C@H:12]2[CH2:13][C@@H:11]2[CH2:10][CH2:9][CH2:8][CH2:7][OH:6])[CH:15]=[N:16][CH:17]=1)=[O:27])([CH3:32])([CH3:31])[CH3:30]. The yield is 0.840. (2) The reactants are C(Cl)CCl.Cl.[O:6]=[C:7]1[NH:13][C:12]2[N:14]=[CH:15][C:16](/[CH:18]=[CH:19]/[C:20]([OH:22])=O)=[CH:17][C:11]=2[CH2:10][CH2:9][CH2:8]1.[CH3:23][N:24]1[C:32]2[C:27](=[CH:28][CH:29]=[CH:30][CH:31]=2)[C:26]([CH2:33][NH:34][CH3:35])=[CH:25]1.C1C=CC2N(O)N=NC=2C=1.O.C(N(C(C)C)CC)(C)C. The catalyst is CN(C=O)C. The product is [CH3:35][N:34]([CH2:33][C:26]1[C:27]2[C:32](=[CH:31][CH:30]=[CH:29][CH:28]=2)[N:24]([CH3:23])[CH:25]=1)[C:20](=[O:22])/[CH:19]=[CH:18]/[C:16]1[CH:15]=[N:14][C:12]2[NH:13][C:7](=[O:6])[CH2:8][CH2:9][CH2:10][C:11]=2[CH:17]=1. The yield is 0.480.